From a dataset of Full USPTO retrosynthesis dataset with 1.9M reactions from patents (1976-2016). Predict the reactants needed to synthesize the given product. (1) Given the product [ClH:26].[CH3:1][O:2][C:3]([C:5]1[N:6]=[N:7][N:8]([CH2:10][CH2:11][NH2:12])[CH:9]=1)=[O:4], predict the reactants needed to synthesize it. The reactants are: [CH3:1][O:2][C:3]([C:5]1[N:6]=[N:7][N:8]([CH2:10][CH2:11][NH:12]C(OC(C)(C)C)=O)[CH:9]=1)=[O:4].O1CCOCC1.[ClH:26]. (2) Given the product [N:3]1([CH2:13][CH2:14][CH2:15][CH2:16][O:17][C:18]2[C:19](=[O:32])[CH:20]=[C:21]([CH2:24][O:25][CH:26]3[CH2:31][CH2:30][CH2:29][CH2:28][O:27]3)[O:22][CH:23]=2)[C:11]2[C:6](=[CH:7][CH:8]=[CH:9][CH:10]=2)[CH:5]=[CH:4]1, predict the reactants needed to synthesize it. The reactants are: [H-].[Na+].[NH:3]1[C:11]2[C:6](=[CH:7][CH:8]=[CH:9][CH:10]=2)[CH:5]=[CH:4]1.Br[CH2:13][CH2:14][CH2:15][CH2:16][O:17][C:18]1[C:19](=[O:32])[CH:20]=[C:21]([CH2:24][O:25][CH:26]2[CH2:31][CH2:30][CH2:29][CH2:28][O:27]2)[O:22][CH:23]=1. (3) Given the product [ClH:43].[CH3:34][C:7]([S:9][C:10]1[S:11][CH:12]=[C:13]([CH2:15][CH2:16][NH:17][C:18]2[N:23]=[CH:22][C:21]([C:24]3[CH:29]=[CH:28][CH:27]=[C:26]([C:30]([F:33])([F:31])[F:32])[CH:25]=3)=[CH:20][N:19]=2)[N:14]=1)([CH3:8])[C:6]([OH:35])=[O:5], predict the reactants needed to synthesize it. The reactants are: C([O:5][C:6](=[O:35])[C:7]([CH3:34])([S:9][C:10]1[S:11][CH:12]=[C:13]([CH2:15][CH2:16][NH:17][C:18]2[N:23]=[CH:22][C:21]([C:24]3[CH:29]=[CH:28][CH:27]=[C:26]([C:30]([F:33])([F:32])[F:31])[CH:25]=3)=[CH:20][N:19]=2)[N:14]=1)[CH3:8])(C)(C)C.FC(F)(F)C(O)=O.[Cl:43]CCl. (4) Given the product [NH2:30][C:17]1[N:16]=[C:15]([N:11]2[CH2:12][CH2:13][CH2:14][C@@H:9]([NH:5][C:6](=[O:7])[O:31][C:21]([CH3:26])([CH3:22])[CH3:19])[CH2:10]2)[CH:20]=[C:19]([C:21]2[CH:26]=[C:25]3[C:24]([C:27]([NH2:28])=[N:32][NH:33]3)=[CH:23][CH:22]=2)[N:18]=1, predict the reactants needed to synthesize it. The reactants are: CC([N:5]([C@@H:9]1[CH2:14][CH2:13][CH2:12][N:11]([C:15]2[CH:20]=[C:19]([C:21]3[CH:26]=[CH:25][C:24]([C:27]#[N:28])=[C:23](F)[CH:22]=3)[N:18]=[C:17]([NH2:30])[N:16]=2)[CH2:10]1)[C:6](=O)[O-:7])(C)C.[OH2:31].[NH2:32][NH2:33]. (5) Given the product [Br:1][C:2]1[CH:3]=[C:4]2[C:9](=[CH:10][CH:11]=1)[N:8]=[CH:7][C:6]([C:12](=[O:14])[CH3:13])=[C:5]2[NH:27][C:24]1[CH:23]=[N:22][C:21]([NH:20][CH2:19][CH2:18][N:17]([CH3:28])[CH3:16])=[CH:26][CH:25]=1, predict the reactants needed to synthesize it. The reactants are: [Br:1][C:2]1[CH:3]=[C:4]2[C:9](=[CH:10][CH:11]=1)[N:8]=[CH:7][C:6]([C:12](=[O:14])[CH3:13])=[C:5]2Cl.[CH3:16][N:17]([CH3:28])[CH2:18][CH2:19][NH:20][C:21]1[CH:26]=[CH:25][C:24]([NH2:27])=[CH:23][N:22]=1.